Dataset: Full USPTO retrosynthesis dataset with 1.9M reactions from patents (1976-2016). Task: Predict the reactants needed to synthesize the given product. (1) Given the product [N:15]1([CH2:14][CH2:13][N:3]2[C:4]3[CH:9]=[CH:8][CH:7]=[CH:6][C:5]=3[S:1][C:2]2=[NH:10])[CH2:20][CH2:19][O:18][CH2:17][CH2:16]1, predict the reactants needed to synthesize it. The reactants are: [S:1]1[C:5]2[CH:6]=[CH:7][CH:8]=[CH:9][C:4]=2[N:3]=[C:2]1[NH2:10].Cl.Cl[CH2:13][CH2:14][N:15]1[CH2:20][CH2:19][O:18][CH2:17][CH2:16]1.C(N(CC)CC)C. (2) Given the product [C:8]([C:6]1[CH:5]=[C:4]([NH:12][S:13]([CH3:16])(=[O:15])=[O:14])[C:3]([CH3:17])=[C:2]([NH:1][C:20](=[O:19])[C:21]2[CH:26]=[CH:25][C:24]([CH3:27])=[C:23]([N:28]3[CH:32]=[C:31]([C:33]4[CH:34]=[N:35][N:36]([C:40]5[CH:45]=[CH:44][CH:43]=[CH:42][CH:41]=5)[C:37]=4[CH2:38][CH3:39])[N:30]=[CH:29]3)[CH:22]=2)[CH:7]=1)([CH3:10])([CH3:11])[CH3:9], predict the reactants needed to synthesize it. The reactants are: [NH2:1][C:2]1[C:3]([CH3:17])=[C:4]([NH:12][S:13]([CH3:16])(=[O:15])=[O:14])[CH:5]=[C:6]([C:8]([CH3:11])([CH3:10])[CH3:9])[CH:7]=1.C[O:19][C:20](=O)[C:21]1[CH:26]=[CH:25][C:24]([CH3:27])=[C:23]([N:28]2[CH:32]=[C:31]([C:33]3[CH:34]=[N:35][N:36]([C:40]4[CH:45]=[CH:44][CH:43]=[CH:42][CH:41]=4)[C:37]=3[CH2:38][CH3:39])[N:30]=[CH:29]2)[CH:22]=1. (3) Given the product [Br:18][C:19]1[CH:26]=[C:23](/[CH:24]=[C:8](\[CH3:9])/[C:6]([O:5][CH2:4][CH3:3])=[O:7])[C:22]([N:27]2[CH2:31][CH:30]([CH3:32])[CH:29]([CH3:33])[CH2:28]2)=[N:21][CH:20]=1, predict the reactants needed to synthesize it. The reactants are: [H-].[Na+].[CH3:3][CH2:4][O:5][C:6]([CH:8](P(OCC)(OCC)=O)[CH3:9])=[O:7].[Br:18][C:19]1[CH:20]=[N:21][C:22]([N:27]2[CH2:31][CH:30]([CH3:32])[CH:29]([CH3:33])[CH2:28]2)=[C:23]([CH:26]=1)[CH:24]=O. (4) Given the product [C:1]([NH:5][NH:6][C:7]([C:9]1[N:14]=[C:13]([N:15]2[CH2:19][CH2:18][CH2:17][CH:16]2[C:20]2[O:24][N:23]=[C:22]([C:25]3[CH:30]=[CH:29][CH:28]=[CH:27][N:26]=3)[CH:21]=2)[N:12]=[C:11]([NH:31][CH:32]2[CH:36]=[C:35]([CH3:37])[NH:34][N:33]2[C:47](=[O:48])[CH3:46])[CH:10]=1)=[O:8])(=[O:3])[CH3:2], predict the reactants needed to synthesize it. The reactants are: [C:1](Cl)(=[O:3])[CH3:2].[NH2:5][NH:6][C:7]([C:9]1[N:14]=[C:13]([N:15]2[CH2:19][CH2:18][CH2:17][CH:16]2[C:20]2[O:24][N:23]=[C:22]([C:25]3[CH:30]=[CH:29][CH:28]=[CH:27][N:26]=3)[CH:21]=2)[N:12]=[C:11]([NH:31][C:32]2[CH:36]=[C:35]([CH3:37])[NH:34][N:33]=2)[CH:10]=1)=[O:8].C(N(CC)CC)C.C1C[O:48][CH2:47][CH2:46]1. (5) Given the product [O:9]1[C:5]2([CH2:10][CH2:11][CH:2]([C:12]3[S:13][C:14]([C:17]([N:19]4[CH2:20][CH2:21][CH2:22][CH2:23]4)=[O:18])=[CH:15][N:16]=3)[CH2:3][CH2:4]2)[O:6][CH2:7][CH2:8]1, predict the reactants needed to synthesize it. The reactants are: Cl[C:2]1([C:12]2[S:13][C:14]([C:17]([N:19]3[CH2:23][CH2:22][CH2:21][CH2:20]3)=[O:18])=[CH:15][N:16]=2)[CH2:11][CH2:10][C:5]2([O:9][CH2:8][CH2:7][O:6]2)[CH2:4][CH2:3]1. (6) Given the product [CH:11]([CH:6]1[CH:5]2[CH:4]([CH2:3][CH:2]=[CH:1]2)[CH:8]([CH:9]=[CH2:10])[CH2:7]1)=[CH:12][C:13]1[CH:18]=[CH:17][CH:16]=[CH:15][CH:14]=1, predict the reactants needed to synthesize it. The reactants are: [CH2:1]1[CH:5]2[CH:6]3[CH:10]=[CH:9][CH:8]([CH:4]2[CH:3]=[CH:2]1)[CH2:7]3.[CH2:11]=[CH:12][C:13]1[CH:18]=[CH:17][CH:16]=[CH:15][CH:14]=1. (7) Given the product [C:1]([N:4]1[CH2:9][CH2:8][CH2:7][CH:6]([CH2:10][NH:11][C:12]([C:14]2[C:22]3[C:17](=[N:18][CH:19]=[C:20]([CH:23]4[CH2:24][CH2:25]4)[N:21]=3)[NH:16][CH:15]=2)=[O:13])[CH2:5]1)(=[O:3])[CH3:2], predict the reactants needed to synthesize it. The reactants are: [C:1]([N:4]1[CH2:9][CH2:8][CH2:7][CH:6]([CH2:10][NH:11][C:12]([C:14]2[C:22]3[C:17](=[N:18][CH:19]=[C:20]([CH:23]4[CH2:25][CH2:24]4)[N:21]=3)[N:16](COCC[Si](C)(C)C)[CH:15]=2)=[O:13])[CH2:5]1)(=[O:3])[CH3:2].CS(N1CCCC(CNC(C2C3C(=NC=C(C4CC4)N=3)N(COCC[Si](C)(C)C)C=2)=O)C1)(=O)=O. (8) Given the product [OH:1][C:2]1[CH:3]=[C:4]([C:8]2[N:9]=[CH:10][N:11]([C:25]([O:24][C:20]([CH3:23])([CH3:22])[CH3:21])=[O:26])[CH:12]=2)[CH:5]=[CH:6][CH:7]=1, predict the reactants needed to synthesize it. The reactants are: [OH:1][C:2]1[CH:3]=[C:4]([C:8]2[N:9]=[CH:10][NH:11][CH:12]=2)[CH:5]=[CH:6][CH:7]=1.C(N(CC)CC)C.[C:20]([O:24][C:25](O[C:25]([O:24][C:20]([CH3:23])([CH3:22])[CH3:21])=[O:26])=[O:26])([CH3:23])([CH3:22])[CH3:21].CN(C=O)C. (9) Given the product [CH3:14][C:15]1[NH:16][C:17]2[C:22]([C:23]=1[CH:24]=[N:3][NH:2][C:4]1[C:5]([NH2:13])=[N:6][C:7]3[C:8](=[N:10][O:11][N:12]=3)[N:9]=1)=[CH:21][CH:20]=[CH:19][CH:18]=2, predict the reactants needed to synthesize it. The reactants are: Cl.[NH:2]([C:4]1[C:5]([NH2:13])=[N:6][C:7]2[C:8](=[N:10][O:11][N:12]=2)[N:9]=1)[NH2:3].[CH3:14][C:15]1[NH:16][C:17]2[C:22]([C:23]=1[CH:24]=O)=[CH:21][CH:20]=[CH:19][CH:18]=2. (10) The reactants are: [Br:1][C:2]1[CH:3]=[C:4]([N:8]2[CH2:13][CH2:12][CH2:11][CH2:10][CH:9]2[C:14]([NH:16][CH2:17][C:18]#[N:19])=[O:15])[CH:5]=[CH:6][CH:7]=1.[Cl:20]N1C(=O)CCC1=O. Given the product [Br:1][C:2]1[CH:7]=[CH:6][C:5]([Cl:20])=[C:4]([N:8]2[CH2:13][CH2:12][CH2:11][CH2:10][CH:9]2[C:14]([NH:16][CH2:17][C:18]#[N:19])=[O:15])[CH:3]=1, predict the reactants needed to synthesize it.